Dataset: Forward reaction prediction with 1.9M reactions from USPTO patents (1976-2016). Task: Predict the product of the given reaction. (1) Given the reactants COC1C=CC(C2CCC(=O)C2)=CC=1.COC1C=CC(C2CCC(=O)CC2)=CC=1.B1(B2OCC(C)(C)CO2)OCC(C)(C)CO1.CC1(C)C[O:51][B:50]([C:53]2[CH:54]=[C:55]([C@@H:61]3[CH2:65][CH2:64][C@H:63]([C:66]([O:68][CH3:69])=[O:67])[CH2:62]3)[CH:56]=[CH:57][C:58]=2[O:59][CH3:60])[O:49]C1, predict the reaction product. The product is: [CH3:60][O:59][C:58]1[CH:57]=[CH:56][C:55]([C@H:61]2[CH2:65][CH2:64][C@@H:63]([C:66]([O:68][CH3:69])=[O:67])[CH2:62]2)=[CH:54][C:53]=1[B:50]([OH:49])[OH:51]. (2) The product is: [C:10]([C:12]([C:13]1[CH:22]=[CH:21][C:16]([C:17]([O:19][CH3:20])=[O:18])=[CH:15][CH:14]=1)([CH2:2][CH3:5])[CH2:7][CH3:8])#[N:11]. Given the reactants C[C:2]([CH3:5])([O-])C.[K+].[CH2:7](I)[CH3:8].[C:10]([CH2:12][C:13]1[CH:22]=[CH:21][C:16]([C:17]([O:19][CH3:20])=[O:18])=[CH:15][CH:14]=1)#[N:11], predict the reaction product. (3) Given the reactants [NH2:1][C:2]1[CH:3]=[C:4]([CH:21]=[CH:22][CH:23]=1)[O:5][C:6]1[CH:7]=[CH:8][C:9]2[N:10]([CH:12]=[C:13]([NH:15][C:16]([CH:18]3[CH2:20][CH2:19]3)=[O:17])[N:14]=2)[N:11]=1.[CH3:24][N:25]1[CH2:32][CH2:31][CH2:30][C@H:26]1[C:27](O)=[O:28].OC1C2N=NNC=2C=CC=1.C(N(CC)C(C)C)(C)C.C(=O)([O-])O.[Na+], predict the reaction product. The product is: [CH:18]1([C:16]([NH:15][C:13]2[N:14]=[C:9]3[CH:8]=[CH:7][C:6]([O:5][C:4]4[CH:3]=[C:2]([NH:1][C:27](=[O:28])[C@@H:26]5[CH2:30][CH2:31][CH2:32][N:25]5[CH3:24])[CH:23]=[CH:22][CH:21]=4)=[N:11][N:10]3[CH:12]=2)=[O:17])[CH2:20][CH2:19]1. (4) Given the reactants [CH2:1]([O:8][C:9]1[C:16]([N+:17]([O-:19])=[O:18])=[CH:15][C:12]([CH:13]=O)=[C:11](F)[CH:10]=1)[C:2]1[CH:7]=[CH:6][CH:5]=[CH:4][CH:3]=1.CN(C)C(=O)C.O.[NH2:28][NH2:29], predict the reaction product. The product is: [CH2:1]([O:8][C:9]1[CH:10]=[C:11]2[C:12]([CH:13]=[N:28][NH:29]2)=[CH:15][C:16]=1[N+:17]([O-:19])=[O:18])[C:2]1[CH:7]=[CH:6][CH:5]=[CH:4][CH:3]=1. (5) Given the reactants C(N(CC)CC)C.[Br:8][C:9]1[CH:16]=[CH:15][C:12]([CH2:13]Br)=[CH:11][CH:10]=1.Cl.[NH:18]1[CH2:23][CH2:22][S:21](=[O:25])(=[O:24])[CH2:20][CH2:19]1, predict the reaction product. The product is: [Br:8][C:9]1[CH:16]=[CH:15][C:12]([CH2:13][N:18]2[CH2:23][CH2:22][S:21](=[O:25])(=[O:24])[CH2:20][CH2:19]2)=[CH:11][CH:10]=1. (6) The product is: [Cl:23][C:14]1[C:9]([C:8]2[CH:7]=[N:6][N:5]([CH3:20])[C:4](=[O:21])[C:3]=2[O:2][CH3:1])=[CH:10][N:11]=[C:12]([C:16]([F:19])([F:18])[F:17])[N:13]=1. Given the reactants [CH3:1][O:2][C:3]1[C:4](=[O:21])[N:5]([CH3:20])[N:6]=[CH:7][C:8]=1[C:9]1[C:14](=O)[NH:13][C:12]([C:16]([F:19])([F:18])[F:17])=[N:11][CH:10]=1.O(Cl)[Cl:23].[P+5], predict the reaction product.